Dataset: Peptide-MHC class I binding affinity with 185,985 pairs from IEDB/IMGT. Task: Regression. Given a peptide amino acid sequence and an MHC pseudo amino acid sequence, predict their binding affinity value. This is MHC class I binding data. The peptide sequence is IAVSVYGAI. The MHC is HLA-A02:02 with pseudo-sequence HLA-A02:02. The binding affinity (normalized) is 0.325.